From a dataset of CYP1A2 inhibition data for predicting drug metabolism from PubChem BioAssay. Regression/Classification. Given a drug SMILES string, predict its absorption, distribution, metabolism, or excretion properties. Task type varies by dataset: regression for continuous measurements (e.g., permeability, clearance, half-life) or binary classification for categorical outcomes (e.g., BBB penetration, CYP inhibition). Dataset: cyp1a2_veith. (1) The compound is C=CCn1c(O)c(C(CC)=NC2CC2)c(=O)[nH]c1=O. The result is 1 (inhibitor). (2) The compound is Cc1ccc(Sc2ccc(NC(=O)c3ccc(S(C)(=O)=O)cc3Cl)cc2)cc1. The result is 0 (non-inhibitor). (3) The drug is O=C(C[n+]1ccc2ccccc2c1)c1ccc2ccc3ccccc3c2c1. The result is 1 (inhibitor). (4) The molecule is CCC(=O)O[C@@]1(C(=O)CCl)[C@@H](C)C[C@@H]2[C@H]3CCC4=CC(=O)C=C[C@@]4(C)[C@]3(F)[C@@H](O)C[C@@]21C. The result is 0 (non-inhibitor). (5) The drug is C[C@]12[C@H](O)C[C@H]3[C@H](CC[C@H]4C[C@@H](O)CC[C@]43C)[C@@]1(O)CC[C@@H]2C1=CC(=O)OC1. The result is 0 (non-inhibitor). (6) The compound is CC(=O)Nc1ccc(S(=O)(=O)NC2(C(F)(F)F)NC(=O)N(c3ccc(Cl)cc3)C2=O)cc1. The result is 0 (non-inhibitor). (7) The drug is NC(N)=NS(=O)(=O)c1ccc(N)cc1. The result is 0 (non-inhibitor). (8) The compound is N[C@@H](Cc1c[nH]c2ccc([N+](=O)[O-])cc12)C(=O)O. The result is 0 (non-inhibitor). (9) The molecule is O=C(NCCc1ccccn1)c1cc(C(=O)C2CCCCC2)c[nH]1. The result is 1 (inhibitor).